Predict the reactants needed to synthesize the given product. From a dataset of Full USPTO retrosynthesis dataset with 1.9M reactions from patents (1976-2016). Given the product [Cl:1][C:2]1[CH:10]=[C:9]2[C:5]([C:6]([C:11]([N:13]3[CH2:18][CH2:17][C:16]4([C:22]5[CH:23]=[CH:24][CH:25]=[CH:26][C:21]=5[CH2:20][O:19]4)[CH2:15][CH2:14]3)=[O:12])=[CH:7][N:8]2[CH2:41][C:40](=[O:43])[N:37]2[CH2:38][CH2:39][NH:34][CH2:35][CH2:36]2)=[CH:4][CH:3]=1, predict the reactants needed to synthesize it. The reactants are: [Cl:1][C:2]1[CH:10]=[C:9]2[C:5]([C:6]([C:11]([N:13]3[CH2:18][CH2:17][C:16]4([C:22]5[CH:23]=[CH:24][CH:25]=[CH:26][C:21]=5[CH2:20][O:19]4)[CH2:15][CH2:14]3)=[O:12])=[CH:7][NH:8]2)=[CH:4][CH:3]=1.C(OC([N:34]1[CH2:39][CH2:38][N:37]([C:40](=[O:43])[CH2:41]Cl)[CH2:36][CH2:35]1)=O)(C)(C)C.